Dataset: Full USPTO retrosynthesis dataset with 1.9M reactions from patents (1976-2016). Task: Predict the reactants needed to synthesize the given product. (1) Given the product [C:2]1([C:1]2[N:11]=[C:22]([C:21]([O:20][CH2:18][CH3:19])=[O:25])[O:23][N:8]=2)[CH:7]=[CH:6][CH:5]=[CH:4][CH:3]=1, predict the reactants needed to synthesize it. The reactants are: [C:1](#[N:8])[C:2]1[CH:7]=[CH:6][CH:5]=[CH:4][CH:3]=1.Cl.O[NH2:11].C(=O)([O-])[O-].[K+].[K+].[CH2:18]([O:20][C:21](=[O:25])[C:22](Cl)=[O:23])[CH3:19]. (2) Given the product [C:1]([O:4][CH2:5][C@@:6]1([C:21]#[CH:22])[O:10][C@@H:9]([N:11]2[CH:19]=[C:17]([CH3:18])[C:15](=[O:16])[NH:14][C:12]2=[O:13])[CH2:8][C@H:7]1[O:20][S:24]([CH3:23])(=[O:26])=[O:25])(=[O:3])[CH3:2], predict the reactants needed to synthesize it. The reactants are: [C:1]([O:4][CH2:5][C@@:6]1([C:21]#[CH:22])[O:10][C@@H:9]([N:11]2[CH:19]=[C:17]([CH3:18])[C:15](=[O:16])[NH:14][C:12]2=[O:13])[CH2:8][C@H:7]1[OH:20])(=[O:3])[CH3:2].[CH3:23][S:24](Cl)(=[O:26])=[O:25]. (3) Given the product [Cl:12][C:10]1[CH:11]=[C:2]([NH:1][CH2:24][C:25]2[CH:26]=[CH:27][CH:28]=[C:29]([CH3:32])[N+:30]=2[O-:31])[CH:3]=[C:4]2[C:9]=1[N:8]=[CH:7][C:6]([C:13]#[N:14])=[C:5]2[NH:15][C:16]1[CH:21]=[CH:20][C:19]([F:22])=[C:18]([Cl:23])[CH:17]=1, predict the reactants needed to synthesize it. The reactants are: [NH2:1][C:2]1[CH:3]=[C:4]2[C:9](=[C:10]([Cl:12])[CH:11]=1)[N:8]=[CH:7][C:6]([C:13]#[N:14])=[C:5]2[NH:15][C:16]1[CH:21]=[CH:20][C:19]([F:22])=[C:18]([Cl:23])[CH:17]=1.[CH3:24][C:25]1[CH:26]=[CH:27][CH:28]=[C:29]([CH:32]=O)[N+:30]=1[O-:31].[BH3-]C#N.[Na+]. (4) Given the product [OH:1][C:2]1[CH:3]=[C:4]2[C:5](=[CH:6][C:7]=1[O:8][CH3:9])[C:12](=[O:14])[CH2:11][CH2:10]2, predict the reactants needed to synthesize it. The reactants are: [OH:1][C:2]1[CH:3]=[C:4]([CH2:10][CH2:11][C:12]([OH:14])=O)[CH:5]=[CH:6][C:7]=1[O:8][CH3:9]. (5) Given the product [C:9]([O:8][CH2:7][CH:6]([N:12]1[CH:21]=[CH:20][C:19]2[C:14](=[CH:15][CH:16]=[CH:17][C:18]=2[NH:22][C:32](=[O:33])[CH2:31][CH:24]2[CH2:30][CH2:29][CH2:28][CH2:27][CH2:26][CH2:25]2)[C:13]1=[O:23])[CH2:5][O:4][C:1](=[O:3])[CH3:2])(=[O:11])[CH3:10], predict the reactants needed to synthesize it. The reactants are: [C:1]([O:4][CH2:5][CH:6]([N:12]1[CH:21]=[CH:20][C:19]2[C:14](=[CH:15][CH:16]=[CH:17][C:18]=2[NH2:22])[C:13]1=[O:23])[CH2:7][O:8][C:9](=[O:11])[CH3:10])(=[O:3])[CH3:2].[CH:24]1([CH2:31][C:32](O)=[O:33])[CH2:30][CH2:29][CH2:28][CH2:27][CH2:26][CH2:25]1.F[P-](F)(F)(F)(F)F.C[N+](C)=C(N(C)C)ON1C2N=CC=CC=2N=N1.C(N(CC)C(C)C)(C)C.